From a dataset of Forward reaction prediction with 1.9M reactions from USPTO patents (1976-2016). Predict the product of the given reaction. (1) Given the reactants [F:1][C:2]1[CH:7]=[CH:6][C:5]([C@H:8]2[C@H:12]([OH:13])[CH2:11][N:10]([C:14]([O:16][C:17]([CH3:20])([CH3:19])[CH3:18])=[O:15])[CH2:9]2)=[CH:4][CH:3]=1.C(N(CC)CC)C.[N:28]([CH2:31][CH2:32][CH2:33][CH3:34])=[C:29]=[O:30], predict the reaction product. The product is: [CH2:31]([NH:28][C:29]([O:13][C@H:12]1[C@H:8]([C:5]2[CH:4]=[CH:3][C:2]([F:1])=[CH:7][CH:6]=2)[CH2:9][N:10]([C:14]([O:16][C:17]([CH3:20])([CH3:19])[CH3:18])=[O:15])[CH2:11]1)=[O:30])[CH2:32][CH2:33][CH3:34]. (2) Given the reactants [CH:1]1([CH2:7][NH2:8])[CH2:6][CH2:5][CH2:4][CH2:3][CH2:2]1.[C:9]([O:13][C:14]([N:16]1[CH2:22][CH2:21][C:20]2[C:23]([S:28][CH2:29][C:30]3[CH:31]=[N:32][C:33](Cl)=[CH:34][CH:35]=3)=[C:24]([Cl:27])[CH:25]=[CH:26][C:19]=2[CH2:18][CH2:17]1)=[O:15])([CH3:12])([CH3:11])[CH3:10].[Cl-].[NH4+], predict the reaction product. The product is: [C:9]([O:13][C:14]([N:16]1[CH2:22][CH2:21][C:20]2[C:23]([S:28][CH2:29][C:30]3[CH:31]=[N:32][C:33]([NH:8][CH2:7][CH:1]4[CH2:6][CH2:5][CH2:4][CH2:3][CH2:2]4)=[CH:34][CH:35]=3)=[C:24]([Cl:27])[CH:25]=[CH:26][C:19]=2[CH2:18][CH2:17]1)=[O:15])([CH3:12])([CH3:10])[CH3:11]. (3) Given the reactants Br[C:2]1[CH:3]=[C:4]([C:8]2[CH2:14][C:13](=[O:15])[NH:12][C:11]3[CH:16]=[C:17]([C:21]([F:24])([F:23])[F:22])[C:18]([CH3:20])=[CH:19][C:10]=3[N:9]=2)[CH:5]=[CH:6][CH:7]=1.CC1(C)C(C)(C)OB([C:33]2[CH:38]=[CH:37][C:36]([S:39]([NH2:42])(=[O:41])=[O:40])=[CH:35][CH:34]=2)O1, predict the reaction product. The product is: [CH3:20][C:18]1[C:17]([C:21]([F:24])([F:23])[F:22])=[CH:16][C:11]2[NH:12][C:13](=[O:15])[CH2:14][C:8]([C:4]3[CH:3]=[C:2]([C:33]4[CH:38]=[CH:37][C:36]([S:39]([NH2:42])(=[O:41])=[O:40])=[CH:35][CH:34]=4)[CH:7]=[CH:6][CH:5]=3)=[N:9][C:10]=2[CH:19]=1. (4) Given the reactants [O:1]1[CH2:6][CH2:5][N:4]([S:7]([C:10]2[CH:15]=[CH:14][C:13]([CH:16]([O:20][CH:21]3[CH2:26][CH2:25][O:24][CH2:23][CH2:22]3)[C:17]([OH:19])=O)=[CH:12][CH:11]=2)(=[O:9])=[O:8])[CH2:3][CH2:2]1.[N:27]1[C:35]2[C:30](=[N:31][CH:32]=[CH:33][CH:34]=2)[S:29][C:28]=1[NH2:36].C1C=CC2N(O)N=NC=2C=1.CCN=C=NCCCN(C)C.CN1CCOCC1, predict the reaction product. The product is: [O:1]1[CH2:6][CH2:5][N:4]([S:7]([C:10]2[CH:15]=[CH:14][C:13]([CH:16]([O:20][CH:21]3[CH2:22][CH2:23][O:24][CH2:25][CH2:26]3)[C:17]([NH:36][C:28]3[S:29][C:30]4[C:35]([N:27]=3)=[CH:34][CH:33]=[CH:32][N:31]=4)=[O:19])=[CH:12][CH:11]=2)(=[O:8])=[O:9])[CH2:3][CH2:2]1. (5) Given the reactants [Cl:1][C:2]1[CH:7]=[CH:6][C:5]([C:8]2[S:16][C:15]3[C:14](=[O:17])[N:13]([C:18]4[CH:23]=[CH:22][C:21]([O:24][CH2:25][C:26]([OH:29])([CH3:28])[CH3:27])=[C:20]([O:30][CH3:31])[CH:19]=4)[CH:12]=[N:11][C:10]=3[CH:9]=2)=[CH:4][CH:3]=1.[C:32]1(=[O:38])[O:37][C:35](=[O:36])[CH2:34][CH2:33]1.CCO, predict the reaction product. The product is: [Cl:1][C:2]1[CH:7]=[CH:6][C:5]([C:8]2[S:16][C:15]3[C:14](=[O:17])[N:13]([C:18]4[CH:23]=[CH:22][C:21]([O:24][CH2:25][C:26]([CH3:28])([O:29][C:32](=[O:38])[CH2:33][CH2:34][C:35]([OH:37])=[O:36])[CH3:27])=[C:20]([O:30][CH3:31])[CH:19]=4)[CH:12]=[N:11][C:10]=3[CH:9]=2)=[CH:4][CH:3]=1. (6) Given the reactants C(OC(=O)[NH:7][C:8]1([C:11]2[O:15][N:14]=[C:13]([CH2:16][CH:17]([OH:19])[CH3:18])[N:12]=2)[CH2:10][CH2:9]1)(C)(C)C.[ClH:21].O1CCOCC1, predict the reaction product. The product is: [ClH:21].[NH2:7][C:8]1([C:11]2[O:15][N:14]=[C:13]([CH2:16][CH:17]([OH:19])[CH3:18])[N:12]=2)[CH2:10][CH2:9]1. (7) Given the reactants [N:1]1([C:7]([N:9]2[CH2:14][CH:13]([C:15]3[CH:20]=[CH:19][C:18]([O:21][C:22]([F:25])([F:24])[F:23])=[CH:17][CH:16]=3)[CH2:12][CH:11]([C:26]([OH:28])=O)[CH2:10]2)=[O:8])[CH2:6][CH2:5][O:4][CH2:3][CH2:2]1.[CH3:29][CH:30]([CH3:36])[CH2:31][C:32]([NH:34][NH2:35])=O, predict the reaction product. The product is: [CH3:29][CH:30]([CH3:36])[CH2:31][C:32]1[O:28][C:26]([CH:11]2[CH2:12][CH:13]([C:15]3[CH:16]=[CH:17][C:18]([O:21][C:22]([F:25])([F:24])[F:23])=[CH:19][CH:20]=3)[CH2:14][N:9]([C:7]([N:1]3[CH2:2][CH2:3][O:4][CH2:5][CH2:6]3)=[O:8])[CH2:10]2)=[N:35][N:34]=1.